Dataset: Forward reaction prediction with 1.9M reactions from USPTO patents (1976-2016). Task: Predict the product of the given reaction. (1) Given the reactants [CH2:1]([O:3][C:4](=[O:24])[CH2:5][O:6][C:7]1[CH:12]=[CH:11][C:10]([S:13][C:14]2[CH:19]=[CH:18][C:17]([CH:20]=[O:21])=[CH:16][C:15]=2[Cl:22])=[CH:9][C:8]=1[CH3:23])[CH3:2].CCO.[BH4-].[Na+].Cl, predict the reaction product. The product is: [CH2:1]([O:3][C:4](=[O:24])[CH2:5][O:6][C:7]1[CH:12]=[CH:11][C:10]([S:13][C:14]2[CH:19]=[CH:18][C:17]([CH2:20][OH:21])=[CH:16][C:15]=2[Cl:22])=[CH:9][C:8]=1[CH3:23])[CH3:2]. (2) Given the reactants C(O)(C(F)(F)F)=O.[CH:8]1([N:13]2[C:17]3[N:18]=[C:19]([NH2:22])[N:20]=[CH:21][C:16]=3[C:15]3[CH:23]=[CH:24][N:25]=[CH:26][C:14]2=3)[CH2:12][CH2:11][CH2:10][CH2:9]1.Cl[C:28]1[N:33]=[CH:32][C:31]([S:34]([N:37]2[CH2:42][CH2:41][CH:40]([N:43]([CH3:45])[CH3:44])[CH2:39][CH2:38]2)(=[O:36])=[O:35])=[CH:30][CH:29]=1, predict the reaction product. The product is: [CH:8]1([N:13]2[C:17]3[N:18]=[C:19]([NH:22][C:28]4[CH:29]=[CH:30][C:31]([S:34]([N:37]5[CH2:42][CH2:41][CH:40]([N:43]([CH3:45])[CH3:44])[CH2:39][CH2:38]5)(=[O:35])=[O:36])=[CH:32][N:33]=4)[N:20]=[CH:21][C:16]=3[C:15]3[CH:23]=[CH:24][N:25]=[CH:26][C:14]2=3)[CH2:9][CH2:10][CH2:11][CH2:12]1. (3) Given the reactants [NH2:1][C:2]1[CH:11]=[C:10]2[C:5]([CH:6]=[C:7]([C:15]3[C:16]([Br:32])=[CH:17][C:18]([F:31])=[C:19]([NH:21][C:22]([NH:24][C:25]4[CH:30]=[CH:29][CH:28]=[CH:27][CH:26]=4)=[O:23])[CH:20]=3)[C:8](=[O:14])[N:9]2[CH2:12][CH3:13])=[CH:4][N:3]=1.[C:33]([CH2:35][C:36](OCC)=[O:37])#[N:34], predict the reaction product. The product is: [Br:32][C:16]1[CH:17]=[C:18]([F:31])[C:19]([NH:21][C:22]([NH:24][C:25]2[CH:26]=[CH:27][CH:28]=[CH:29][CH:30]=2)=[O:23])=[CH:20][C:15]=1[C:7]1[C:8](=[O:14])[N:9]([CH2:12][CH3:13])[C:10]2[C:5]([CH:6]=1)=[CH:4][N:3]=[C:2]([NH:1][C:36](=[O:37])[CH2:35][C:33]#[N:34])[CH:11]=2. (4) Given the reactants [Cl-].[Al+3].[Cl-].[Cl-].[Br:5][C:6]1[CH:11]=[CH:10][C:9]([C:12]2[CH:17]=[CH:16][CH:15]=[CH:14][CH:13]=2)=[C:8]([F:18])[CH:7]=1.[C:19](Cl)(=[O:21])[CH3:20], predict the reaction product. The product is: [Br:5][C:6]1[CH:11]=[CH:10][C:9]([C:12]2[CH:17]=[CH:16][C:15]([C:19](=[O:21])[CH3:20])=[CH:14][CH:13]=2)=[C:8]([F:18])[CH:7]=1. (5) Given the reactants Cl[C:2]1[C:7]([NH2:8])=[C:6]([Cl:9])[N:5]=[C:4]([CH3:10])[N:3]=1.C(N(CC)CC)C.[NH2:18][C@H:19]([CH3:22])[CH2:20][OH:21], predict the reaction product. The product is: [NH2:8][C:7]1[C:2]([NH:18][C@H:19]([CH3:22])[CH2:20][OH:21])=[N:3][C:4]([CH3:10])=[N:5][C:6]=1[Cl:9]. (6) Given the reactants [NH:1]1[CH:5]=[C:4]([C:6]([OH:8])=O)[N:3]=[N:2]1.CCN(C(C)C)C(C)C.CN(C(ON1N=NC2C=CC=NC1=2)=[N+](C)C)C.F[P-](F)(F)(F)(F)F.[N:42]1([C:48](=[O:73])[CH2:49][O:50][C:51](=[O:72])[C@@:52]([CH2:70][OH:71])([CH3:69])[CH2:53][C@H:54]([NH2:68])[CH2:55][C:56]2[CH:61]=[CH:60][C:59]([C:62]3[CH:67]=[CH:66][CH:65]=[CH:64][CH:63]=3)=[CH:58][CH:57]=2)[CH2:47][CH2:46][O:45][CH2:44][CH2:43]1, predict the reaction product. The product is: [N:42]1([C:48](=[O:73])[CH2:49][O:50][C:51](=[O:72])[C@@:52]([CH2:70][OH:71])([CH3:69])[CH2:53][C@H:54]([NH:68][C:6]([C:4]2[NH:3][N:2]=[N:1][CH:5]=2)=[O:8])[CH2:55][C:56]2[CH:61]=[CH:60][C:59]([C:62]3[CH:63]=[CH:64][CH:65]=[CH:66][CH:67]=3)=[CH:58][CH:57]=2)[CH2:47][CH2:46][O:45][CH2:44][CH2:43]1. (7) Given the reactants C([N-]C(C)C)(C)C.[Li+].[Cl:9][C:10]1[CH:11]=[C:12]([CH2:16][C:17]([OH:19])=[O:18])[CH:13]=[CH:14][CH:15]=1.I[CH2:21][CH:22]1[CH2:26][CH2:25][CH2:24][CH2:23]1, predict the reaction product. The product is: [Cl:9][C:10]1[CH:11]=[C:12]([CH:16]([CH2:21][CH:22]2[CH2:26][CH2:25][CH2:24][CH2:23]2)[C:17]([OH:19])=[O:18])[CH:13]=[CH:14][CH:15]=1.